From a dataset of Full USPTO retrosynthesis dataset with 1.9M reactions from patents (1976-2016). Predict the reactants needed to synthesize the given product. (1) Given the product [OH:8][CH2:7][CH:4]1[CH2:5][CH2:6][N:1]([CH2:33][C:32]2[CH:31]=[CH:30][C:29]([O:28][CH:26]3[CH2:27][N:24]([C:22]([C:20]4[O:21][C:17]([C:14]5[CH:15]=[CH:16][C:11]([O:10][CH3:9])=[CH:12][CH:13]=5)=[N:18][N:19]=4)=[O:23])[CH2:25]3)=[CH:36][CH:35]=2)[CH2:2][CH2:3]1, predict the reactants needed to synthesize it. The reactants are: [NH:1]1[CH2:6][CH2:5][CH:4]([CH2:7][OH:8])[CH2:3][CH2:2]1.[CH3:9][O:10][C:11]1[CH:16]=[CH:15][C:14]([C:17]2[O:21][C:20]([C:22]([N:24]3[CH2:27][CH:26]([O:28][C:29]4[CH:36]=[CH:35][C:32]([CH:33]=O)=[CH:31][CH:30]=4)[CH2:25]3)=[O:23])=[N:19][N:18]=2)=[CH:13][CH:12]=1.[Na].C([O-])(O)=O.[Na+]. (2) Given the product [CH3:1][C:2]1[CH:7]=[CH:6][N:5]=[CH:4][C:3]=1[N:8]1[CH2:12][CH2:11][N:10]([C:15]2[CH:16]=[N:17][C:18]3[C:23]([CH:24]=2)=[CH:22][CH:21]=[CH:20][CH:19]=3)[C:9]1=[O:13], predict the reactants needed to synthesize it. The reactants are: [CH3:1][C:2]1[CH:7]=[CH:6][N:5]=[CH:4][C:3]=1[N:8]1[CH2:12][CH2:11][NH:10][C:9]1=[O:13].Br[C:15]1[CH:16]=[N:17][C:18]2[C:23]([CH:24]=1)=[CH:22][CH:21]=[CH:20][CH:19]=2.N[C@@H]1CCCC[C@H]1N.C(=O)([O-])[O-].[K+].[K+]. (3) Given the product [O:1]=[C:2]1[CH2:7][O:6][C:5]2[N:8]=[C:9]([C:18]3[CH:23]=[CH:22][C:21]([C:24]4([NH:28][C:29](=[O:35])[O:30][C:31]([CH3:32])([CH3:34])[CH3:33])[CH2:25][CH2:26][CH2:27]4)=[CH:20][CH:19]=3)[C:10]([C:12]3[CH:13]=[CH:14][CH:15]=[CH:16][CH:17]=3)=[CH:11][C:4]=2[N:3]1[CH2:44][C:45]1[N:46]=[CH:47][S:48][CH:49]=1, predict the reactants needed to synthesize it. The reactants are: [O:1]=[C:2]1[CH2:7][O:6][C:5]2[N:8]=[C:9]([C:18]3[CH:23]=[CH:22][C:21]([C:24]4([NH:28][C:29](=[O:35])[O:30][C:31]([CH3:34])([CH3:33])[CH3:32])[CH2:27][CH2:26][CH2:25]4)=[CH:20][CH:19]=3)[C:10]([C:12]3[CH:17]=[CH:16][CH:15]=[CH:14][CH:13]=3)=[CH:11][C:4]=2[NH:3]1.C(=O)([O-])[O-].[K+].[K+].Cl.Cl[CH2:44][C:45]1[N:46]=[CH:47][S:48][CH:49]=1.